The task is: Predict the reactants needed to synthesize the given product.. This data is from Full USPTO retrosynthesis dataset with 1.9M reactions from patents (1976-2016). (1) Given the product [Si:33]([O:8][CH2:7][C@H:6]1[CH2:5][C@@H:4]([N:9]2[C:10](=[O:19])[C:11]3[C:16](=[CH:15][CH:14]=[CH:13][CH:12]=3)[C:17]2=[O:18])[C@H:3]([O:20][CH3:21])[C@@H:2]1[OH:1])([C:30]([CH3:32])([CH3:31])[CH3:29])([CH3:35])[CH3:34], predict the reactants needed to synthesize it. The reactants are: [OH:1][C@@H:2]1[C@@H:6]([CH2:7][OH:8])[CH2:5][C@@H:4]([N:9]2[C:17](=[O:18])[C:16]3[C:11](=[CH:12][CH:13]=[CH:14][CH:15]=3)[C:10]2=[O:19])[C@@H:3]1[O:20][CH3:21].CCN(CC)CC.[CH3:29][C:30]([Si:33](Cl)([CH3:35])[CH3:34])([CH3:32])[CH3:31]. (2) Given the product [Cl:14][C:9]1[CH:8]=[C:7]([CH:12]=[CH:11][C:10]=1[Cl:13])[CH2:6][C@H:5]1[O:15][CH2:20][CH2:21][NH:22][CH2:4]1, predict the reactants needed to synthesize it. The reactants are: [OH-].[Na+].Cl[CH2:4][C@H:5]([OH:15])[CH2:6][C:7]1[CH:12]=[CH:11][C:10]([Cl:13])=[C:9]([Cl:14])[CH:8]=1.S(O)(O[CH2:20][CH2:21][NH2:22])(=O)=O.C1(C)C=CC=CC=1. (3) Given the product [CH2:1]([O:8][C:9]1[C:14]([O:15][CH3:16])=[CH:13][C:12]([CH2:17][C:19]2[C:27]3[C:22](=[N:23][CH:24]=[C:25]([Cl:28])[CH:26]=3)[NH:21][CH:20]=2)=[C:11]([F:29])[CH:10]=1)[C:2]1[CH:3]=[CH:4][CH:5]=[CH:6][CH:7]=1, predict the reactants needed to synthesize it. The reactants are: [CH2:1]([O:8][C:9]1[C:14]([O:15][CH3:16])=[CH:13][C:12]([CH:17]([C:19]2[C:27]3[C:22](=[N:23][CH:24]=[C:25]([Cl:28])[CH:26]=3)[NH:21][CH:20]=2)O)=[C:11]([F:29])[CH:10]=1)[C:2]1[CH:7]=[CH:6][CH:5]=[CH:4][CH:3]=1.C(OC1C(OC)=CC(C(OC)C2C3C(=NC=C(Cl)C=3)NC=2)=C(F)C=1)C1C=CC=CC=1.FC(F)(F)C(O)=O.C([SiH](CC)CC)C. (4) Given the product [CH3:1][C:2]1[CH:3]=[CH:4][C:5]([O:15][CH2:16][C:17]2[CH:22]=[CH:21][C:20]([F:23])=[CH:19][CH:18]=2)=[C:6]([C:8]2[N:24]([C:25]3[CH:33]=[C:29]([C:28]([F:34])=[CH:27][CH:26]=3)[C:30]([OH:32])=[O:31])[C:11]([CH3:12])=[CH:10][CH:9]=2)[CH:7]=1, predict the reactants needed to synthesize it. The reactants are: [CH3:1][C:2]1[CH:3]=[CH:4][C:5]([O:15][CH2:16][C:17]2[CH:22]=[CH:21][C:20]([F:23])=[CH:19][CH:18]=2)=[C:6]([C:8](=O)[CH2:9][CH2:10][C:11](=O)[CH3:12])[CH:7]=1.[NH2:24][C:25]1[CH:26]=[CH:27][C:28]([F:34])=[C:29]([CH:33]=1)[C:30]([OH:32])=[O:31].CC1C=CC(S(O)(=O)=O)=CC=1. (5) Given the product [NH2:22][C:16]1[CH:17]=[CH:18][CH:19]=[C:20]2[C:15]=1[C:14](=[O:25])[N:13]([NH:12][C:10](=[O:11])[CH3:9])[CH2:21]2, predict the reactants needed to synthesize it. The reactants are: C(O[CH2:9][C:10]([NH:12][N:13]1[CH2:21][C:20]2[C:15](=[C:16]([N+:22]([O-])=O)[CH:17]=[CH:18][CH:19]=2)[C:14]1=[O:25])=[O:11])C1C=CC=CC=1. (6) Given the product [C:2]1([C:8]2[CH2:13][CH2:12][N:11]([CH2:22][CH2:23][C:24]([OH:26])=[O:25])[CH2:10][CH:9]=2)[CH:7]=[CH:6][CH:5]=[CH:4][CH:3]=1, predict the reactants needed to synthesize it. The reactants are: Cl.[C:2]1([C:8]2[CH2:9][CH2:10][NH:11][CH2:12][CH:13]=2)[CH:7]=[CH:6][CH:5]=[CH:4][CH:3]=1.C(N(CC)CC)C.Br[CH2:22][CH2:23][C:24]([O:26]C)=[O:25]. (7) The reactants are: C(O[C:4]([C:6]1[N:11]=[C:10]([C:12]2[CH:17]=[CH:16][C:15]([C:18]#[N:19])=[CH:14][CH:13]=2)[C:9]2[N:20]=[C:21]([C:23]3[CH:28]=[CH:27][CH:26]=[CH:25][CH:24]=3)[S:22][C:8]=2[C:7]=1[OH:29])=[O:5])C.[NH2:30][CH2:31][C:32]([OH:34])=[O:33]. Given the product [C:18]([C:15]1[CH:16]=[CH:17][C:12]([C:10]2[C:9]3[N:20]=[C:21]([C:23]4[CH:28]=[CH:27][CH:26]=[CH:25][CH:24]=4)[S:22][C:8]=3[C:7]([OH:29])=[C:6]([C:4]([NH:30][CH2:31][C:32]([OH:34])=[O:33])=[O:5])[N:11]=2)=[CH:13][CH:14]=1)#[N:19], predict the reactants needed to synthesize it.